From a dataset of Catalyst prediction with 721,799 reactions and 888 catalyst types from USPTO. Predict which catalyst facilitates the given reaction. (1) Reactant: [CH3:1][O:2][C:3]([CH3:8])([CH3:7])[C:4]([OH:6])=O.C1CCC(N=C=NC2CCCCC2)CC1.[CH3:24][O:25][NH:26][CH3:27]. Product: [CH3:1][O:2][C:3]([CH3:8])([CH3:7])[C:4]([N:26]([O:25][CH3:24])[CH3:27])=[O:6]. The catalyst class is: 154. (2) Product: [Cl:3][CH2:6][C:7]1[CH:12]=[CH:11][CH:10]=[C:9]([CH3:13])[N:8]=1. The catalyst class is: 2. Reactant: S(Cl)([Cl:3])=O.O[CH2:6][C:7]1[CH:12]=[CH:11][CH:10]=[C:9]([CH3:13])[N:8]=1. (3) Reactant: [Cl:1][C:2]1[CH:9]=[C:8]([Cl:10])[CH:7]=[C:6]([Cl:11])[C:3]=1[CH:4]=O.C([O-])(=O)C.[NH4+].[N+:17]([CH2:20][CH3:21])([O-:19])=[O:18]. Product: [Cl:1][C:2]1[CH:9]=[C:8]([Cl:10])[CH:7]=[C:6]([Cl:11])[C:3]=1/[CH:4]=[C:20](/[N+:17]([O-:19])=[O:18])\[CH3:21]. The catalyst class is: 15. (4) Reactant: [NH2:1][C:2]1[C:10]([C:11]([OH:13])=[O:12])=[C:9]2[C:5]([CH:6]=[N:7][NH:8]2)=[CH:4][C:3]=1[Cl:14].[Cl:15][C:16]1[CH:17]=[C:18]([C:28](O)=O)[N:19]([C:21]2[C:26]([Cl:27])=[CH:25][CH:24]=[CH:23][N:22]=2)[N:20]=1.N1C=CC=CC=1.CS(Cl)(=O)=O. Product: [Cl:14][C:3]1[CH:4]=[C:5]2[CH:6]=[N:7][NH:8][C:9]2=[C:10]2[C:2]=1[N:1]=[C:28]([C:18]1[N:19]([C:21]3[C:26]([Cl:27])=[CH:25][CH:24]=[CH:23][N:22]=3)[N:20]=[C:16]([Cl:15])[CH:17]=1)[O:12][C:11]2=[O:13]. The catalyst class is: 10. (5) Reactant: [Cl:1][C:2]1[N:7]=[C:6]([C:8]2[N:16](C(OC(C)(C)C)=O)[C:15]3[C:10](=[N:11][C:12]([O:24][CH3:25])=[CH:13][CH:14]=3)[CH:9]=2)[C:5]([OH:26])=[CH:4][CH:3]=1.C(O)(C(F)(F)F)=O. Product: [Cl:1][C:2]1[N:7]=[C:6]([C:8]2[NH:16][C:15]3[C:10](=[N:11][C:12]([O:24][CH3:25])=[CH:13][CH:14]=3)[CH:9]=2)[C:5]([OH:26])=[CH:4][CH:3]=1. The catalyst class is: 46. (6) Reactant: Cl[C:2]1[N:7]=[C:6]([CH2:8][O:9][CH2:10][C:11]2([C:24]3[CH:29]=[CH:28][CH:27]=[CH:26][CH:25]=3)[CH2:16][CH2:15][N:14](C(OC(C)(C)C)=O)[CH2:13][CH2:12]2)[CH:5]=[C:4]([C:30]([F:33])([F:32])[F:31])[CH:3]=1.CC(C)([O-])C.[Na+].[CH3:40][N:41]1[CH2:46][CH2:45][NH:44][CH2:43][CH2:42]1.CN(C)C=O. Product: [CH3:40][N:41]1[CH2:46][CH2:45][N:44]([C:2]2[CH:3]=[C:4]([C:30]([F:32])([F:33])[F:31])[CH:5]=[C:6]([CH2:8][O:9][CH2:10][C:11]3([C:24]4[CH:29]=[CH:28][CH:27]=[CH:26][CH:25]=4)[CH2:12][CH2:13][NH:14][CH2:15][CH2:16]3)[N:7]=2)[CH2:43][CH2:42]1. The catalyst class is: 101. (7) Reactant: [Br:1][C:2]1[S:6][C:5]([NH2:7])=[N:4][N:3]=1.Cl[CH2:9][C:10](=O)[CH3:11].C([O-])(O)=O.[Na+]. Product: [Br:1][C:2]1[S:6][C:5]2=[N:7][C:10]([CH3:11])=[CH:9][N:4]2[N:3]=1. The catalyst class is: 6.